Dataset: Catalyst prediction with 721,799 reactions and 888 catalyst types from USPTO. Task: Predict which catalyst facilitates the given reaction. (1) Reactant: [CH:1]1([Mg]Cl)[CH2:4][CH2:3][CH2:2]1.CO[C:9]1[CH:14]=[CH:13][CH:12]=[CH:11][C:10]=1[C:15]1[O:16][CH2:17][C:18]([CH3:21])([CH3:20])[N:19]=1. Product: [CH:1]1([C:9]2[CH:14]=[CH:13][CH:12]=[CH:11][C:10]=2[C:15]2[O:16][CH2:17][C:18]([CH3:21])([CH3:20])[N:19]=2)[CH2:4][CH2:3][CH2:2]1. The catalyst class is: 7. (2) Reactant: [NH2:1][OH:2].O.[CH3:4][CH:5]([NH:7][C:8]([C:10]1[S:14][C:13]([S:15](Cl)(=[O:17])=[O:16])=[CH:12][CH:11]=1)=[O:9])[CH3:6].S(Cl)(Cl)(=O)=O. Product: [OH:2][NH:1][S:15]([C:13]1[S:14][C:10]([C:8]([NH:7][CH:5]([CH3:6])[CH3:4])=[O:9])=[CH:11][CH:12]=1)(=[O:17])=[O:16]. The catalyst class is: 305.